Dataset: Full USPTO retrosynthesis dataset with 1.9M reactions from patents (1976-2016). Task: Predict the reactants needed to synthesize the given product. (1) Given the product [N+:27]([C:23]1[N:22]=[C:21]([N:4]2[CH2:5][CH2:6][N:1]([CH2:7][CH2:8][CH2:9][CH2:10][NH:11][C:12]([CH:14]3[CH2:19][CH2:18][CH2:17][CH2:16][CH2:15]3)=[O:13])[CH2:2][CH2:3]2)[CH:26]=[CH:25][CH:24]=1)([O-:29])=[O:28], predict the reactants needed to synthesize it. The reactants are: [N:1]1([CH2:7][CH2:8][CH2:9][CH2:10][NH:11][C:12]([CH:14]2[CH2:19][CH2:18][CH2:17][CH2:16][CH2:15]2)=[O:13])[CH2:6][CH2:5][NH:4][CH2:3][CH2:2]1.Cl[C:21]1[CH:26]=[CH:25][CH:24]=[C:23]([N+:27]([O-:29])=[O:28])[N:22]=1. (2) Given the product [O:1]1[C:5]2[CH:6]=[CH:7][CH:8]=[CH:9][C:4]=2[C:3]([CH:10]([CH3:24])[CH2:11][O:12][C:13]2[CH:18]=[CH:17][CH:16]=[CH:15][C:14]=2[C:19]2[N:20]=[CH:21][NH:22][CH:23]=2)=[CH:2]1, predict the reactants needed to synthesize it. The reactants are: [O:1]1[C:5]2[CH:6]=[CH:7][CH:8]=[CH:9][C:4]=2[C:3]([C:10](=[CH2:24])[CH2:11][O:12][C:13]2[CH:18]=[CH:17][CH:16]=[CH:15][C:14]=2[C:19]2[N:20]=[CH:21][NH:22][CH:23]=2)=[CH:2]1. (3) Given the product [CH:5]([OH:7])=[O:6].[F:28][C:29]1[C:33]([C:34]2[CH:35]=[C:36]3[C:41](=[CH:42][CH:43]=2)[N:40]=[CH:39][CH:38]=[CH:37]3)=[N:32][NH:31][C:30]=1[NH:44][C:5](=[O:7])[CH2:4][CH:3]([CH3:2])[CH2:8][N:9]1[CH2:14][CH2:13][CH2:12][CH2:11][CH2:10]1, predict the reactants needed to synthesize it. The reactants are: Cl.[CH3:2][CH:3]([CH2:8][N:9]1[CH2:14][CH2:13][CH2:12][CH2:11][CH2:10]1)[CH2:4][C:5]([OH:7])=[O:6].C1N=CN(C(N2C=NC=C2)=O)C=1.Cl.[F:28][C:29]1[C:33]([C:34]2[CH:35]=[C:36]3[C:41](=[CH:42][CH:43]=2)[N:40]=[CH:39][CH:38]=[CH:37]3)=[N:32][NH:31][C:30]=1[NH3+:44].CCN(CC)CC. (4) Given the product [F:19][C:16]([F:17])([F:18])[C:13]1[N:11]2[N:12]=[C:7]([N:1]3[CH2:2][CH2:3][N:4]([CH2:20][C:22]4[CH:31]=[CH:30][C:25]([O:26][CH2:27][C:28]#[N:29])=[CH:24][CH:23]=4)[CH2:5][CH2:6]3)[CH:8]=[CH:9][C:10]2=[N:15][N:14]=1, predict the reactants needed to synthesize it. The reactants are: [N:1]1([C:7]2[CH:8]=[CH:9][C:10]3[N:11]([C:13]([C:16]([F:19])([F:18])[F:17])=[N:14][N:15]=3)[N:12]=2)[CH2:6][CH2:5][NH:4][CH2:3][CH2:2]1.[CH:20]([C:22]1[CH:31]=[CH:30][C:25]([O:26][CH2:27][C:28]#[N:29])=[CH:24][CH:23]=1)=O. (5) The reactants are: [F:1][CH:2](F)[C:3]1[CH:21]=[CH:20][C:6]([C:7]([NH:9][C:10]2[CH:15]=[CH:14][CH:13]=[C:12]([C:16]([F:19])([F:18])[F:17])[CH:11]=2)=[O:8])=[CH:5][C:4]=1[C:22]1[CH:27]=[CH:26][N:25]=[C:24]([N:28]2[CH2:33][CH2:32][O:31][CH2:30][CH2:29]2)[CH:23]=1.C(N(S(F)(F)F)CC)C. Given the product [F:1][CH2:2][C:3]1[CH:21]=[CH:20][C:6]([C:7]([NH:9][C:10]2[CH:15]=[CH:14][CH:13]=[C:12]([C:16]([F:17])([F:18])[F:19])[CH:11]=2)=[O:8])=[CH:5][C:4]=1[C:22]1[CH:27]=[CH:26][N:25]=[C:24]([N:28]2[CH2:29][CH2:30][O:31][CH2:32][CH2:33]2)[CH:23]=1, predict the reactants needed to synthesize it. (6) Given the product [Cl:19][C:16]1[CH:15]=[CH:14][C:13]([C@H:11]2[C@@H:10]([C:20]3[CH:25]=[CH:24][C:23]([Cl:26])=[CH:22][CH:21]=3)[N:9]([C:27]([N:49]3[CH2:50][CH2:51][N:46]([C:44]([C:43]4[C:39]([CH3:38])=[N:40][O:41][C:42]=4[CH3:52])=[O:45])[CH2:47][CH2:48]3)=[O:28])[C:8]([C:6]3[C:5]([O:30][CH2:31][CH3:32])=[CH:4][C:3]([C:33]([CH3:34])([CH3:35])[C:36]#[N:37])=[C:2]([Cl:1])[CH:7]=3)=[N:12]2)=[CH:18][CH:17]=1, predict the reactants needed to synthesize it. The reactants are: [Cl:1][C:2]1[C:3]([C:33]([C:36]#[N:37])([CH3:35])[CH3:34])=[CH:4][C:5]([O:30][CH2:31][CH3:32])=[C:6]([C:8]2[N:9]([C:27](Cl)=[O:28])[C@H:10]([C:20]3[CH:25]=[CH:24][C:23]([Cl:26])=[CH:22][CH:21]=3)[C@H:11]([C:13]3[CH:18]=[CH:17][C:16]([Cl:19])=[CH:15][CH:14]=3)[N:12]=2)[CH:7]=1.[CH3:38][C:39]1[C:43]([C:44]([N:46]2[CH2:51][CH2:50][NH:49][CH2:48][CH2:47]2)=[O:45])=[C:42]([CH3:52])[O:41][N:40]=1.